Task: Predict the reactants needed to synthesize the given product.. Dataset: Full USPTO retrosynthesis dataset with 1.9M reactions from patents (1976-2016) (1) Given the product [CH:37]1[CH:38]=[CH:39][C:40]2[C:35](=[C:11]3[N:12]=[C:13]4[N:21]=[C:20]([C:19]5[CH:18]=[CH:17][CH:16]=[CH:15][C:14]=54)[N:22]=[C:23]4[NH:31][C:30]([C:29]5[CH:28]=[CH:27][CH:26]=[CH:25][C:24]=54)=[N:32][C:33]4=[N:34][C:7]([C:5]5[CH:6]=[CH:1][CH:2]=[CH:3][C:4]=54)=[N:8][C:9]=2[NH:10]3)[CH:36]=1, predict the reactants needed to synthesize it. The reactants are: [CH:1]1[CH:6]=[C:5]2[C:7]3[N-:34][C:33]([C:4]2=[CH:3][CH:2]=1)=[N:32][C:30]1=[N:31][C:23]([C:24]2[C:29]1=[CH:28][CH:27]=[CH:26][CH:25]=2)=[N:22][C:20]1[N-:21][C:13](=[C:14]2[C:19]=1[CH:18]=[CH:17][CH:16]=[CH:15]2)[N:12]=[C:11]1[C:35]2[C:40]([C:9](=[N:10]1)[N:8]=3)=[CH:39][CH:38]=[CH:37][CH:36]=2.[Mg+2]. (2) Given the product [CH3:1][O:2][C:3]1[CH:4]=[C:5]2[C:10](=[CH:11][C:12]=1[O:13][CH3:14])[N:9]=[CH:8][N:7]=[C:6]2[O:15][C:16]1[CH:22]=[CH:21][C:19]([NH:20][C:30]([NH:36][CH2:34][CH2:24][CH2:23][N:25]2[CH2:28][CH2:29][CH2:27][CH2:26]2)=[S:31])=[CH:18][CH:17]=1, predict the reactants needed to synthesize it. The reactants are: [CH3:1][O:2][C:3]1[CH:4]=[C:5]2[C:10](=[CH:11][C:12]=1[O:13][CH3:14])[N:9]=[CH:8][N:7]=[C:6]2[O:15][C:16]1[CH:22]=[CH:21][C:19]([NH2:20])=[CH:18][CH:17]=1.[CH2:23]([N:25]([CH2:28][CH3:29])[CH2:26][CH3:27])[CH3:24].[C:30](Cl)(Cl)=[S:31].[CH2:34]([N:36](CC)CC(N)C)C. (3) Given the product [N+:1]([C:4]1[CH:5]=[C:6]2[C:10](=[CH:11][CH:12]=1)[C:9](=[O:13])[N:8]([CH2:14][CH:15]([C:21](=[O:22])[CH3:26])[C:16]([O:18][CH2:19][CH3:20])=[O:17])[C:7]2=[O:27])([O-:3])=[O:2], predict the reactants needed to synthesize it. The reactants are: [N+:1]([C:4]1[CH:5]=[C:6]2[C:10](=[CH:11][CH:12]=1)[C:9](=[O:13])[N:8]([CH2:14][CH:15]([C:21]1([CH3:26])OCC[O:22]1)[C:16]([O:18][CH2:19][CH3:20])=[O:17])[C:7]2=[O:27])([O-:3])=[O:2].O.C1(C)C=CC(S(O)(=O)=O)=CC=1. (4) Given the product [Cl:7][C:8]1[CH:13]=[CH:12][N:11]=[C:10]([CH2:14][CH3:15])[C:9]=1[CH2:16][OH:17], predict the reactants needed to synthesize it. The reactants are: [H-].[Al+3].[Li+].[H-].[H-].[H-].[Cl:7][C:8]1[CH:13]=[CH:12][N:11]=[C:10]([CH2:14][CH3:15])[C:9]=1[C:16](OCC)=[O:17]. (5) Given the product [NH2:31][C:2]1[CH:3]=[C:4]([C:8]([C:10]2[C:18]3[CH:17]=[N:16][CH:15]=[N:14][C:13]=3[N:12]([C:19]3([CH2:22][O:23][CH:24]4[CH2:29][CH2:28][CH2:27][CH2:26][O:25]4)[CH2:21][CH2:20]3)[CH:11]=2)=[O:9])[CH:5]=[N:6][CH:7]=1, predict the reactants needed to synthesize it. The reactants are: Br[C:2]1[CH:3]=[C:4]([C:8]([C:10]2[C:18]3[CH:17]=[N:16][CH:15]=[N:14][C:13]=3[N:12]([C:19]3([CH2:22][O:23][CH:24]4[CH2:29][CH2:28][CH2:27][CH2:26][O:25]4)[CH2:21][CH2:20]3)[CH:11]=2)=[O:9])[CH:5]=[N:6][CH:7]=1.[OH-].[NH4+:31]. (6) Given the product [CH2:23]([NH:27][C:20]([C:18]1[NH:17][C:13]2[N:14]=[CH:15][N:16]=[C:11]([NH:10][C:6]3[CH:5]=[C:4]4[C:9](=[CH:8][CH:7]=3)[NH:1][N:2]=[CH:3]4)[C:12]=2[CH:19]=1)=[O:21])[CH2:24][CH2:25][CH3:26], predict the reactants needed to synthesize it. The reactants are: [NH:1]1[C:9]2[C:4](=[CH:5][C:6]([NH:10][C:11]3[C:12]4[CH:19]=[C:18]([C:20](O)=[O:21])[NH:17][C:13]=4[N:14]=[CH:15][N:16]=3)=[CH:7][CH:8]=2)[CH:3]=[N:2]1.[CH2:23]([NH2:27])[CH2:24][CH2:25][CH3:26]. (7) Given the product [CH3:13][O:12][C:9]1[CH:10]=[C:11]2[C:6](=[CH:7][C:8]=1[O:14][CH3:15])[N:5]=[CH:4][CH:3]=[C:2]2[O:16][C:17]1[CH:18]=[N:19][C:20]2[C:25]([CH:26]=1)=[CH:24][CH:23]=[CH:22][CH:21]=2, predict the reactants needed to synthesize it. The reactants are: Cl[C:2]1[C:11]2[C:6](=[CH:7][C:8]([O:14][CH3:15])=[C:9]([O:12][CH3:13])[CH:10]=2)[N:5]=[CH:4][CH:3]=1.[OH:16][C:17]1[CH:18]=[N:19][C:20]2[C:25]([CH:26]=1)=[CH:24][CH:23]=[CH:22][CH:21]=2.O. (8) Given the product [F:1][C:2]1[C:32]([F:33])=[CH:31][C:5]2[NH:6][C:7]([NH:9][C:10]3[CH:15]=[CH:14][C:13]([O:16][C:17]4[C:22]([C:23]5[CH:28]=[CH:27][N:26]=[C:25]([S:36]([CH3:40])(=[O:38])=[O:35])[N:24]=5)=[CH:21][CH:20]=[CH:19][N:18]=4)=[CH:12][CH:11]=3)=[N:8][C:4]=2[CH:3]=1, predict the reactants needed to synthesize it. The reactants are: [F:1][C:2]1[C:32]([F:33])=[CH:31][C:5]2[NH:6][C:7]([NH:9][C:10]3[CH:15]=[CH:14][C:13]([O:16][C:17]4[C:22]([C:23]5[CH:28]=[CH:27][N:26]=[C:25](SC)[N:24]=5)=[CH:21][CH:20]=[CH:19][N:18]=4)=[CH:12][CH:11]=3)=[N:8][C:4]=2[CH:3]=1.O[O:35][S:36]([O-:38])=O.[K+].[C:40]([O-])(O)=O.[Na+]. (9) The reactants are: C([O:8][C:9](=[O:34])[C@@H:10]([NH:26][C:27]([O:29][C:30]([CH3:33])([CH3:32])[CH3:31])=[O:28])[CH2:11][C:12]1[C:20]2[C:15](=[CH:16][CH:17]=[CH:18][CH:19]=2)[N:14]([CH2:21][CH2:22][CH2:23][CH2:24][CH3:25])[CH:13]=1)C1C=CC=CC=1. Given the product [C:30]([O:29][C:27]([NH:26][C@@H:10]([CH2:11][C:12]1[C:20]2[C:15](=[CH:16][CH:17]=[CH:18][CH:19]=2)[N:14]([CH2:21][CH2:22][CH2:23][CH2:24][CH3:25])[CH:13]=1)[C:9]([OH:34])=[O:8])=[O:28])([CH3:33])([CH3:32])[CH3:31], predict the reactants needed to synthesize it. (10) Given the product [CH2:1]([N:15]([C:9]1[CH:14]=[CH:13][CH:12]=[CH:11][CH:10]=1)[CH2:16][C:17]([O:19][CH2:20][CH3:21])=[O:18])[C:2]1[CH:7]=[CH:6][CH:5]=[CH:4][CH:3]=1, predict the reactants needed to synthesize it. The reactants are: [CH2:1](Br)[C:2]1[CH:7]=[CH:6][CH:5]=[CH:4][CH:3]=1.[C:9]1([NH:15][CH2:16][C:17]([O:19][CH2:20][CH3:21])=[O:18])[CH:14]=[CH:13][CH:12]=[CH:11][CH:10]=1.C(=O)([O-])[O-].[K+].[K+].CN(C=O)C.